From a dataset of Catalyst prediction with 721,799 reactions and 888 catalyst types from USPTO. Predict which catalyst facilitates the given reaction. (1) The catalyst class is: 7. Product: [CH3:6][O:7][C:8]1[CH:13]=[CH:12][C:11]([C:17]2[CH:25]=[CH:24][CH:23]=[CH:22][C:18]=2[C:19]([OH:21])=[O:20])=[CH:10][CH:9]=1. Reactant: C(OCC)C.[CH3:6][O:7][C:8]1[CH:13]=[CH:12][C:11]([Mg]Br)=[CH:10][CH:9]=1.C1(=O)[O:21][C:19](=[O:20])[C:18]2=[CH:22][CH:23]=[CH:24][CH:25]=[C:17]12.Cl. (2) Reactant: [S:1]1[CH:5]=[CH:4][C:3]2[C:6](=[O:9])[CH2:7][CH2:8][C:2]1=2.[H-].[Na+].C1([O:18][C:19](=O)[C:20]2[CH:25]=[CH:24][CH:23]=[CH:22][C:21]=2[O:26][CH3:27])C=CC=CC=1.Cl. Product: [CH3:27][O:26][C:21]1[CH:22]=[CH:23][CH:24]=[CH:25][C:20]=1[C:19]([CH:7]1[CH2:8][C:2]2[S:1][CH:5]=[CH:4][C:3]=2[C:6]1=[O:9])=[O:18]. The catalyst class is: 375.